Task: Predict the reaction yield, written as a fraction of the theoretical maximum amount of product (1.0 means a 100% yield; for example, 0.34 means a 34% yield).. Dataset: Reaction yield outcomes from USPTO patents with 853,638 reactions The reactants are [F:1][C:2]1[CH:10]=[CH:9][C:5]([C:6]([OH:8])=O)=[C:4]([NH:11][C:12]2[CH:17]=[CH:16][C:15]([I:18])=[CH:14][C:13]=2[CH3:19])[CH:3]=1.C(N(C(C)C)CC)(C)C.[C:29]([Si:33]([CH3:41])([CH3:40])[O:34][CH2:35][CH2:36][CH2:37][O:38][NH2:39])([CH3:32])([CH3:31])[CH3:30].C1CN([P+](ON2N=NC3C=CC=CC2=3)(N2CCCC2)N2CCCC2)CC1.F[P-](F)(F)(F)(F)F. The catalyst is ClCCl.CCOCC. The product is [C:29]([Si:33]([CH3:40])([CH3:41])[O:34][CH2:35][CH2:36][CH2:37][O:38][NH:39][C:6](=[O:8])[C:5]1[CH:9]=[CH:10][C:2]([F:1])=[CH:3][C:4]=1[NH:11][C:12]1[CH:17]=[CH:16][C:15]([I:18])=[CH:14][C:13]=1[CH3:19])([CH3:32])([CH3:31])[CH3:30]. The yield is 0.810.